This data is from Full USPTO retrosynthesis dataset with 1.9M reactions from patents (1976-2016). The task is: Predict the reactants needed to synthesize the given product. (1) Given the product [S:17]([O-:20])(=[O:19])(=[O:18])[CH3:16].[CH3:21][C:22]1[O:26][C:25]([C:27]2[CH:32]=[CH:31][CH:30]=[CH:29][CH:28]=2)=[N:24][C:23]=1[CH2:33][CH2:34][NH3+:6], predict the reactants needed to synthesize it. The reactants are: B(O)(O)[C@H]1[N:6](C([C@@H](N)C(C)C)=O)CCC1.[CH3:16][S:17]([OH:20])(=[O:19])=[O:18].[CH3:21][C:22]1[O:26][C:25]([C:27]2[CH:32]=[CH:31][CH:30]=[CH:29][CH:28]=2)=[N:24][C:23]=1[CH2:33][CH2:34]OS(C)(=O)=O.N. (2) Given the product [CH2:9]([O:8][C:6](=[O:7])[CH2:5][C:16](=[O:17])[CH2:12][CH:13]([CH3:15])[CH3:14])[CH3:10], predict the reactants needed to synthesize it. The reactants are: [Na].C(O[C:5](=O)[C:6]([O:8][CH2:9][CH3:10])=[O:7])C.[CH2:12]([C:16](C)=[O:17])[CH:13]([CH3:15])[CH3:14].